This data is from Forward reaction prediction with 1.9M reactions from USPTO patents (1976-2016). The task is: Predict the product of the given reaction. Given the reactants [N:1]([CH2:4][C:5]1[C:6]([C:25]([O:27]CC)=[O:26])=[N:7][C:8]([C:18]2[CH:23]=[CH:22][C:21]([Cl:24])=[CH:20][CH:19]=2)=[C:9]([C:11]2[CH:16]=[CH:15][C:14]([Cl:17])=[CH:13][CH:12]=2)[N:10]=1)=[N+:2]=[N-:3].[Li+].[OH-], predict the reaction product. The product is: [N:1]([CH2:4][C:5]1[C:6]([C:25]([OH:27])=[O:26])=[N:7][C:8]([C:18]2[CH:23]=[CH:22][C:21]([Cl:24])=[CH:20][CH:19]=2)=[C:9]([C:11]2[CH:12]=[CH:13][C:14]([Cl:17])=[CH:15][CH:16]=2)[N:10]=1)=[N+:2]=[N-:3].